Dataset: Catalyst prediction with 721,799 reactions and 888 catalyst types from USPTO. Task: Predict which catalyst facilitates the given reaction. Reactant: [N+:1]([C:4]1[CH:5]=[CH:6][C:7]([O:16][CH2:17][C:18]([O:20][C:21]([CH3:24])([CH3:23])[CH3:22])=[O:19])=[C:8]([C:10]2[CH:15]=[CH:14][CH:13]=[CH:12][CH:11]=2)[CH:9]=1)([O-])=O. Product: [NH2:1][C:4]1[CH:5]=[CH:6][C:7]([O:16][CH2:17][C:18]([O:20][C:21]([CH3:24])([CH3:23])[CH3:22])=[O:19])=[C:8]([C:10]2[CH:15]=[CH:14][CH:13]=[CH:12][CH:11]=2)[CH:9]=1. The catalyst class is: 180.